From a dataset of NCI-60 drug combinations with 297,098 pairs across 59 cell lines. Regression. Given two drug SMILES strings and cell line genomic features, predict the synergy score measuring deviation from expected non-interaction effect. (1) Drug 1: CS(=O)(=O)C1=CC(=C(C=C1)C(=O)NC2=CC(=C(C=C2)Cl)C3=CC=CC=N3)Cl. Drug 2: CC1=C(C(CCC1)(C)C)C=CC(=CC=CC(=CC(=O)O)C)C. Cell line: HT29. Synergy scores: CSS=10.2, Synergy_ZIP=-5.74, Synergy_Bliss=-2.02, Synergy_Loewe=-2.02, Synergy_HSA=-2.02. (2) Drug 1: CCCCCOC(=O)NC1=NC(=O)N(C=C1F)C2C(C(C(O2)C)O)O. Drug 2: CCN(CC)CCCC(C)NC1=C2C=C(C=CC2=NC3=C1C=CC(=C3)Cl)OC. Cell line: HCC-2998. Synergy scores: CSS=23.9, Synergy_ZIP=-6.81, Synergy_Bliss=3.76, Synergy_Loewe=-8.41, Synergy_HSA=-2.43.